This data is from NCI-60 drug combinations with 297,098 pairs across 59 cell lines. The task is: Regression. Given two drug SMILES strings and cell line genomic features, predict the synergy score measuring deviation from expected non-interaction effect. (1) Drug 1: CC1=C(C(CCC1)(C)C)C=CC(=CC=CC(=CC(=O)O)C)C. Drug 2: N.N.Cl[Pt+2]Cl. Cell line: SF-539. Synergy scores: CSS=52.6, Synergy_ZIP=-0.648, Synergy_Bliss=0.958, Synergy_Loewe=2.27, Synergy_HSA=4.14. (2) Drug 1: C1=CC(=CC=C1CCC2=CNC3=C2C(=O)NC(=N3)N)C(=O)NC(CCC(=O)O)C(=O)O. Drug 2: CC1OCC2C(O1)C(C(C(O2)OC3C4COC(=O)C4C(C5=CC6=C(C=C35)OCO6)C7=CC(=C(C(=C7)OC)O)OC)O)O. Cell line: MDA-MB-435. Synergy scores: CSS=15.7, Synergy_ZIP=-4.51, Synergy_Bliss=0.466, Synergy_Loewe=-9.42, Synergy_HSA=-0.335.